Dataset: Reaction yield outcomes from USPTO patents with 853,638 reactions. Task: Predict the reaction yield, written as a fraction of the theoretical maximum amount of product (1.0 means a 100% yield; for example, 0.34 means a 34% yield). (1) The reactants are [Br:1][C:2]1[CH:3]=[CH:4][C:5]([OH:11])=[C:6]([C:8](=[O:10])[CH3:9])[CH:7]=1.C([O-])([O-])=O.[K+].[K+].[I-].[K+].Br[CH2:21][CH2:22][NH:23][C:24](=[O:30])[O:25][C:26]([CH3:29])([CH3:28])[CH3:27]. The catalyst is CN(C=O)C. The product is [C:8]([C:6]1[CH:7]=[C:2]([Br:1])[CH:3]=[CH:4][C:5]=1[O:11][CH2:21][CH2:22][NH:23][C:24](=[O:30])[O:25][C:26]([CH3:29])([CH3:28])[CH3:27])(=[O:10])[CH3:9]. The yield is 0.780. (2) The reactants are O.[OH-].[Li+].[CH2:4]([C:6]1[CH:11]=[CH:10][C:9]([NH:12][C:13]2[O:17][C:16]([C:18]([NH:20][C:21]3[CH:26]=[CH:25][C:24]([C@H:27]4[CH2:32][CH2:31][C@H:30]([CH2:33][C:34]([O:36]C)=[O:35])[CH2:29][CH2:28]4)=[CH:23][CH:22]=3)=[O:19])=[N:15][N:14]=2)=[CH:8][CH:7]=1)[CH3:5].Cl. The catalyst is O.C1COCC1.CO. The product is [CH2:4]([C:6]1[CH:11]=[CH:10][C:9]([NH:12][C:13]2[O:17][C:16]([C:18]([NH:20][C:21]3[CH:22]=[CH:23][C:24]([C@H:27]4[CH2:32][CH2:31][C@H:30]([CH2:33][C:34]([OH:36])=[O:35])[CH2:29][CH2:28]4)=[CH:25][CH:26]=3)=[O:19])=[N:15][N:14]=2)=[CH:8][CH:7]=1)[CH3:5]. The yield is 0.710. (3) The reactants are [F:1][C:2]([F:36])([F:35])[C:3]1[CH:4]=[C:5]([C:13]([CH3:34])([CH3:33])[C:14]([N:16]([C:18]2[CH:19]=[N:20][C:21](Cl)=[CH:22][C:23]=2[C:24]2[CH:29]=[CH:28][C:27]([F:30])=[CH:26][C:25]=2[CH3:31])[CH3:17])=[O:15])[CH:6]=[C:7]([C:9]([F:12])([F:11])[F:10])[CH:8]=1.[CH3:37][C:38]([O:41][C:42]([NH:44][C@@H:45]([CH2:50][C:51]#[CH:52])[C:46]([O:48][CH3:49])=[O:47])=[O:43])([CH3:40])[CH3:39].C1(P(C2C=CC=CC=2)C2C=CC=CC=2)C=CC=CC=1.C(NC(C)C)(C)C. The catalyst is C(N(CC)CC)C.Cl[Pd](Cl)([P](C1C=CC=CC=1)(C1C=CC=CC=1)C1C=CC=CC=1)[P](C1C=CC=CC=1)(C1C=CC=CC=1)C1C=CC=CC=1.[Cu]I. The product is [F:1][C:2]([F:36])([F:35])[C:3]1[CH:4]=[C:5]([C:13]([CH3:34])([CH3:33])[C:14]([N:16]([CH3:17])[C:18]2[C:23]([C:24]3[CH:29]=[CH:28][C:27]([F:30])=[CH:26][C:25]=3[CH3:31])=[CH:22][C:21]([C:52]#[C:51][CH2:50][C@H:45]([NH:44][C:42]([O:41][C:38]([CH3:40])([CH3:39])[CH3:37])=[O:43])[C:46]([O:48][CH3:49])=[O:47])=[N:20][CH:19]=2)=[O:15])[CH:6]=[C:7]([C:9]([F:12])([F:11])[F:10])[CH:8]=1. The yield is 0.552. (4) The reactants are [Br:1][C:2]1[CH:7]=[CH:6][C:5]([OH:8])=[C:4]([N+:9]([O-])=O)[CH:3]=1.C([O-])(O)=O.[Na+]. The catalyst is C(O)C.O. The product is [NH2:9][C:4]1[CH:3]=[C:2]([Br:1])[CH:7]=[CH:6][C:5]=1[OH:8]. The yield is 0.890.